Dataset: Forward reaction prediction with 1.9M reactions from USPTO patents (1976-2016). Task: Predict the product of the given reaction. (1) Given the reactants [Cl:1][C:2]1[CH:7]=[CH:6][C:5]([Cl:8])=[CH:4][C:3]=1[C@H:9]([OH:11])[CH3:10].C(=O)([O-])[O-].[Cs+].[Cs+].[Cl:18][C:19]1[CH:20]=[C:21]([C:26]2[C:38]([CH3:39])=[CH:37][C:29]([C:30]([NH:32][S:33]([CH3:36])(=[O:35])=[O:34])=[O:31])=[C:28]([F:40])[CH:27]=2)[CH:22]=[N:23][C:24]=1F, predict the reaction product. The product is: [Cl:18][C:19]1[CH:20]=[C:21]([C:26]2[C:38]([CH3:39])=[CH:37][C:29]([C:30]([NH:32][S:33]([CH3:36])(=[O:35])=[O:34])=[O:31])=[C:28]([F:40])[CH:27]=2)[CH:22]=[N:23][C:24]=1[O:11][C@@H:9]([C:3]1[CH:4]=[C:5]([Cl:8])[CH:6]=[CH:7][C:2]=1[Cl:1])[CH3:10]. (2) Given the reactants [NH:1]1[CH:5]=[CH:4][N:3]=[C:2]1[CH2:6][N:7]([CH2:14][C:15]1[CH:23]=[CH:22][C:18]([C:19](O)=[O:20])=[CH:17][CH:16]=1)[CH2:8][C:9]1[NH:10][CH:11]=[CH:12][N:13]=1.C1CCC(N=C=NC2CCCCC2)CC1.C1C=CC2N(O)N=NC=2C=1.[CH2:49]([N:52]([CH2:59][CH2:60][CH3:61])[CH2:53][C:54]([CH3:58])([CH3:57])[CH2:55][NH2:56])[CH2:50][CH3:51], predict the reaction product. The product is: [NH:13]1[CH:12]=[CH:11][N:10]=[C:9]1[CH2:8][N:7]([CH2:14][C:15]1[CH:16]=[CH:17][C:18]([C:19]([NH:56][CH2:55][C:54]([CH3:57])([CH3:58])[CH2:53][N:52]([CH2:49][CH2:50][CH3:51])[CH2:59][CH2:60][CH3:61])=[O:20])=[CH:22][CH:23]=1)[CH2:6][C:2]1[NH:1][CH:5]=[CH:4][N:3]=1. (3) The product is: [C:18]1([C:2]2[C:11]3[C:6](=[CH:7][CH:8]=[CH:9][CH:10]=3)[CH:5]=[C:4]([NH:12][C:13]3[CH:17]=[CH:16][NH:15][N:14]=3)[N:3]=2)[CH:23]=[CH:22][CH:21]=[CH:20][CH:19]=1. Given the reactants Cl[C:2]1[C:11]2[C:6](=[CH:7][CH:8]=[CH:9][CH:10]=2)[CH:5]=[C:4]([NH:12][C:13]2[CH:17]=[CH:16][NH:15][N:14]=2)[N:3]=1.[C:18]1(B(O)O)[CH:23]=[CH:22][CH:21]=[CH:20][CH:19]=1, predict the reaction product. (4) Given the reactants [NH2:1][CH2:2][CH2:3][NH:4][C:5]([C:7]1[CH:8]=[N:9][N:10]2[C:15]([CH3:16])=[C:14]([CH2:17][C:18]3[CH:23]=[CH:22][CH:21]=[C:20]([CH3:24])[CH:19]=3)[C:13]([CH3:25])=[N:12][C:11]=12)=[O:6].[N:26]1[CH:31]=[CH:30][N:29]=[CH:28][C:27]=1[C:32](O)=[O:33].CN(C(ON1N=NC2C=CC=CC1=2)=[N+](C)C)C.[B-](F)(F)(F)F, predict the reaction product. The product is: [CH3:25][C:13]1[C:14]([CH2:17][C:18]2[CH:23]=[CH:22][CH:21]=[C:20]([CH3:24])[CH:19]=2)=[C:15]([CH3:16])[N:10]2[N:9]=[CH:8][C:7]([C:5]([NH:4][CH2:3][CH2:2][NH:1][C:32]([C:27]3[CH:28]=[N:29][CH:30]=[CH:31][N:26]=3)=[O:33])=[O:6])=[C:11]2[N:12]=1. (5) Given the reactants [OH:1][CH2:2][C:3]12[CH2:10][C:7]([NH:11][C:12]([C:14]3[CH:19]=[N:18][CH:17]=[CH:16][N:15]=3)=[O:13])([CH2:8][CH2:9]1)[CH2:6][CH2:5][CH2:4]2.C1C=C[NH+]=CC=1.[O-][Cr](Cl)(=O)=O, predict the reaction product. The product is: [CH:2]([C:3]12[CH2:10][C:7]([NH:11][C:12]([C:14]3[CH:19]=[N:18][CH:17]=[CH:16][N:15]=3)=[O:13])([CH2:8][CH2:9]1)[CH2:6][CH2:5][CH2:4]2)=[O:1]. (6) Given the reactants [F:1][C:2]1[CH:3]=[C:4]2[C:8](=[CH:9][C:10]=1[C:11]1[C:19]3[C:14](=[N:15][CH:16]=[CH:17][C:18]=3[NH:20][S:21]([CH:24]3[CH2:29][CH2:28][N:27](C(OC(C)(C)C)=O)[CH2:26][CH2:25]3)(=[O:23])=[O:22])[N:13]([CH:37]([CH3:39])[CH3:38])[CH:12]=1)[N:7]([CH3:40])[CH2:6][CH2:5]2.[ClH:41].O1CCOCC1, predict the reaction product. The product is: [ClH:41].[F:1][C:2]1[CH:3]=[C:4]2[C:8](=[CH:9][C:10]=1[C:11]1[C:19]3[C:14](=[N:15][CH:16]=[CH:17][C:18]=3[NH:20][S:21]([CH:24]3[CH2:29][CH2:28][NH:27][CH2:26][CH2:25]3)(=[O:23])=[O:22])[N:13]([CH:37]([CH3:38])[CH3:39])[CH:12]=1)[N:7]([CH3:40])[CH2:6][CH2:5]2. (7) Given the reactants [Cl:1][C:2]1[CH:7]=[C:6](I)[CH:5]=[C:4]([Cl:9])[N:3]=1.[CH3:10][N:11]1[CH:15]=[C:14](B2OC(C)(C)C(C)(C)O2)[CH:13]=[N:12]1.C(=O)([O-])[O-].[K+].[K+].O1CCOCC1, predict the reaction product. The product is: [Cl:1][C:2]1[CH:7]=[C:6]([C:14]2[CH:13]=[N:12][N:11]([CH3:10])[CH:15]=2)[CH:5]=[C:4]([Cl:9])[N:3]=1. (8) Given the reactants C([O:4][C@H:5]([CH3:14])[CH2:6][CH2:7][C:8]1[CH:13]=[CH:12][CH:11]=[CH:10][CH:9]=1)(=O)C.[OH-].[Na+], predict the reaction product. The product is: [C:8]1([CH2:7][CH2:6][C@H:5]([OH:4])[CH3:14])[CH:13]=[CH:12][CH:11]=[CH:10][CH:9]=1. (9) Given the reactants [CH2:1]([C:3]1[C:8](=[O:9])[NH:7][C:6]([CH3:10])=[C:5]([C:11]2[S:15][C:14]([S:16]([Cl:19])(=[O:18])=[O:17])=[CH:13][CH:12]=2)[CH:4]=1)[CH3:2].[N:20]1[CH:25]=[CH:24][C:23]([CH2:26][CH2:27][NH2:28])=[CH:22][CH:21]=1, predict the reaction product. The product is: [ClH:19].[N:20]1[CH:25]=[CH:24][C:23]([CH2:26][CH2:27][NH:28][S:16]([C:14]2[S:15][C:11]([C:5]3[CH:4]=[C:3]([CH2:1][CH3:2])[C:8](=[O:9])[NH:7][C:6]=3[CH3:10])=[CH:12][CH:13]=2)(=[O:18])=[O:17])=[CH:22][CH:21]=1. (10) Given the reactants C(N(CC)CC)C.[CH2:8]([C:11]1([CH2:18][CH:19]=[CH2:20])[CH2:15][NH:14][C@@H:13]([CH2:16][OH:17])[CH2:12]1)[CH:9]=[CH2:10].[S:21](Cl)(Cl)(=[O:23])=[O:22], predict the reaction product. The product is: [CH2:18]([C:11]1([CH2:8][CH:9]=[CH2:10])[CH2:15][N:14]2[S:21](=[O:23])(=[O:22])[O:17][CH2:16][C@H:13]2[CH2:12]1)[CH:19]=[CH2:20].